This data is from Full USPTO retrosynthesis dataset with 1.9M reactions from patents (1976-2016). The task is: Predict the reactants needed to synthesize the given product. (1) Given the product [F:5][C:4]([F:7])([F:6])[S:1]([O:8][C:17]1[CH:26]=[C:25]([CH3:27])[CH:24]=[CH:23][C:18]=1[C:19]([O:21][CH3:22])=[O:20])(=[O:3])=[O:2], predict the reactants needed to synthesize it. The reactants are: [S:1]([O:8]S(C(F)(F)F)(=O)=O)([C:4]([F:7])([F:6])[F:5])(=[O:3])=[O:2].O[C:17]1[CH:26]=[C:25]([CH3:27])[CH:24]=[CH:23][C:18]=1[C:19]([O:21][CH3:22])=[O:20]. (2) Given the product [CH:1]1[C:11]2[CH2:10][CH2:9][C:8]3[CH:12]=[CH:13][CH:14]=[CH:15][C:7]=3[C:6](=[CH:16][C:17]3[CH:22]=[CH:21][CH:20]=[CH:19][C:18]=3[C:27]3[C:28]([CH3:33])=[N:29][O:30][C:31]=3[CH3:32])[C:5]=2[CH:4]=[CH:3][CH:2]=1, predict the reactants needed to synthesize it. The reactants are: [CH:1]1[C:11]2[CH2:10][CH2:9][C:8]3[CH:12]=[CH:13][CH:14]=[CH:15][C:7]=3[C:6](=[CH:16][C:17]3[CH:22]=[CH:21][CH:20]=[CH:19][C:18]=3B(O)O)[C:5]=2[CH:4]=[CH:3][CH:2]=1.Br[C:27]1[C:28]([CH3:33])=[N:29][O:30][C:31]=1[CH3:32]. (3) The reactants are: C(OC([N:8]1[CH2:13][CH2:12][N:11]([C:14]2[C:19]([CH2:20][O:21][C:22]3[CH:27]=[CH:26][CH:25]=[CH:24][C:23]=3[C:28]([F:31])([F:30])[F:29])=[CH:18][C:17]([Br:32])=[CH:16][C:15]=2[NH:33][C:34]([C:36]2[C:45]3[C:40](=[CH:41][CH:42]=[CH:43][CH:44]=3)[CH:39]=[CH:38][N:37]=2)=[O:35])[CH2:10][CH2:9]1)=O)(C)(C)C.[C:46]([OH:52])([C:48]([F:51])([F:50])[F:49])=[O:47]. Given the product [Br:32][C:17]1[CH:18]=[C:19]([CH2:20][O:21][C:22]2[CH:27]=[CH:26][CH:25]=[CH:24][C:23]=2[C:28]([F:30])([F:31])[F:29])[C:14]([N:11]2[CH2:10][CH2:9][NH:8][CH2:13][CH2:12]2)=[C:15]([NH:33][C:34]([C:36]2[C:45]3[C:40](=[CH:41][CH:42]=[CH:43][CH:44]=3)[CH:39]=[CH:38][N:37]=2)=[O:35])[CH:16]=1.[C:46]([OH:52])([C:48]([F:51])([F:50])[F:49])=[O:47], predict the reactants needed to synthesize it. (4) Given the product [Br:1][C:2]1[CH:3]=[CH:4][C:5]2[N:9]=[C:8]([CH3:10])[N:7]([C:11]3[N:12]=[C:13]([NH:18][C:19]4[CH:24]=[CH:23][C:22]([C:25]([F:28])([F:27])[F:26])=[CH:21][CH:20]=4)[N:14]=[C:15]([NH2:34])[CH:16]=3)[C:6]=2[CH:29]=1, predict the reactants needed to synthesize it. The reactants are: [Br:1][C:2]1[CH:3]=[CH:4][C:5]2[N:9]=[C:8]([CH3:10])[N:7]([C:11]3[CH:16]=[C:15](Cl)[N:14]=[C:13]([NH:18][C:19]4[CH:24]=[CH:23][C:22]([C:25]([F:28])([F:27])[F:26])=[CH:21][CH:20]=4)[N:12]=3)[C:6]=2[CH:29]=1.CS(C)=O.[NH4+:34].[OH-]. (5) Given the product [OH:22][CH2:21][C:17]1[CH:18]=[C:19]2[C:14](=[CH:15][CH:16]=1)[CH2:13][C@H:12]([NH:11][C:9](=[O:10])[O:8][CH2:1][C:2]1[CH:3]=[CH:4][CH:5]=[CH:6][CH:7]=1)[CH2:20]2, predict the reactants needed to synthesize it. The reactants are: [CH2:1]([O:8][C:9]([NH:11][C@@H:12]1[CH2:20][C:19]2[C:14](=[CH:15][CH:16]=[C:17]([C:21](OC)=[O:22])[CH:18]=2)[CH2:13]1)=[O:10])[C:2]1[CH:7]=[CH:6][CH:5]=[CH:4][CH:3]=1.[H-].[Al+3].[Li+].[H-].[H-].[H-].